Predict which catalyst facilitates the given reaction. From a dataset of Catalyst prediction with 721,799 reactions and 888 catalyst types from USPTO. (1) Reactant: [Cl:1][C:2]1[CH:7]=[CH:6][CH:5]=[C:4]([F:8])[C:3]=1[CH:9]([C:15]([O:17]CC)=O)[C:10]([O:12]CC)=O.Cl.[NH2:21][C:22]1[NH:23][CH:24]=[CH:25][N:26]=1.[CH2:27]1[CH2:35][N:34]2[C:29](=[N:30][CH2:31][CH2:32][CH2:33]2)[CH2:28]1. Product: [OH:17][C:15]1[N:23]2[CH:24]=[CH:25][N:26]=[C:22]2[N:21]=[C:10]([OH:12])[C:9]=1[C:3]1[C:4]([F:8])=[CH:5][CH:6]=[CH:7][C:2]=1[Cl:1].[CH2:27]1[CH2:35][N:34]2[C:29](=[N:30][CH2:31][CH2:32][CH2:33]2)[CH2:28]1. The catalyst class is: 9. (2) Reactant: [Si]([O:18][CH:19]1[CH2:22][N:21]([C:23]2[S:24][CH:25]=[C:26]([C:28](=[O:36])[N:29]([CH2:33][CH2:34][OH:35])[CH:30]([CH3:32])[CH3:31])[N:27]=2)[CH2:20]1)(C(C)(C)C)(C1C=CC=CC=1)C1C=CC=CC=1.[F-].C([N+](CCCC)(CCCC)CCCC)CCC. Product: [OH:18][CH:19]1[CH2:22][N:21]([C:23]2[S:24][CH:25]=[C:26]([C:28](=[O:36])[N:29]([CH2:33][CH2:34][OH:35])[CH:30]([CH3:31])[CH3:32])[N:27]=2)[CH2:20]1. The catalyst class is: 7. (3) Reactant: [F:1][C:2]1[C:10]2[O:9][CH2:8][CH:7](O)[C:6]=2[CH:5]=[CH:4][CH:3]=1.O=S(Cl)Cl. Product: [F:1][C:2]1[C:10]2[O:9][CH:8]=[CH:7][C:6]=2[CH:5]=[CH:4][CH:3]=1. The catalyst class is: 298. (4) Reactant: C[O:2][C:3]([C:5]1[N:6]([CH2:31][CH:32]=O)[CH:7]=[C:8]([C:20](=[O:30])[NH:21][CH2:22][C:23]2[CH:28]=[CH:27][C:26]([F:29])=[CH:25][CH:24]=2)[C:9](=[O:19])[C:10]=1[O:11][CH2:12][C:13]1[CH:18]=[CH:17][CH:16]=[CH:15][CH:14]=1)=O.[NH2:34][C@@H:35]([CH2:43][CH:44]([CH3:46])[CH3:45])[CH2:36][CH2:37][NH:38][CH2:39][CH:40]([CH3:42])[CH3:41].C(O)(=O)C. Product: [F:29][C:26]1[CH:27]=[CH:28][C:23]([CH2:22][NH:21][C:20]([C:8]2[C:9](=[O:19])[C:10]([O:11][CH2:12][C:13]3[CH:14]=[CH:15][CH:16]=[CH:17][CH:18]=3)=[C:5]3[C:3](=[O:2])[N:34]4[C@@H:35]([CH2:43][CH:44]([CH3:46])[CH3:45])[CH2:36][CH2:37][N:38]([CH2:39][CH:40]([CH3:41])[CH3:42])[C@@H:32]4[CH2:31][N:6]3[CH:7]=2)=[O:30])=[CH:24][CH:25]=1. The catalyst class is: 4. (5) Reactant: [C:1]([O:5][C:6]([N:8]1[CH2:13][CH2:12][C:11]([CH:20]2[CH2:25][CH2:24][CH2:23][CH2:22][CH2:21]2)([CH:14]=[CH:15][C:16]([O:18][CH3:19])=[O:17])[CH2:10][CH2:9]1)=[O:7])([CH3:4])([CH3:3])[CH3:2]. Product: [C:1]([O:5][C:6]([N:8]1[CH2:13][CH2:12][C:11]([CH:20]2[CH2:21][CH2:22][CH2:23][CH2:24][CH2:25]2)([CH2:14][CH2:15][C:16]([O:18][CH3:19])=[O:17])[CH2:10][CH2:9]1)=[O:7])([CH3:4])([CH3:2])[CH3:3]. The catalyst class is: 19. (6) Reactant: [C:1]([O:9][CH2:10][CH3:11])(=[O:8])[CH2:2][C:3]([O:5]CC)=O.[H-].[Na+].[CH3:14][N:15]1C(=O)O[C:18](=[O:19])[C:17]2=[CH:23][CH:24]=[CH:25][CH:26]=[C:16]12.C(OC(C)C)(C)C. Product: [OH:19][C:18]1[C:17]2[C:16](=[CH:26][CH:25]=[CH:24][CH:23]=2)[N:15]([CH3:14])[C:3](=[O:5])[C:2]=1[C:1]([O:9][CH2:10][CH3:11])=[O:8]. The catalyst class is: 3.